This data is from Catalyst prediction with 721,799 reactions and 888 catalyst types from USPTO. The task is: Predict which catalyst facilitates the given reaction. (1) Reactant: Cl.[NH:2]([C:4]1[CH:5]=[C:6]([CH:10]=[CH:11][C:12]=1[CH3:13])[C:7]([OH:9])=[O:8])[NH2:3].[CH2:14]([O:16][C:17](=[O:26])[C:18]([C:24]#[N:25])=[C:19](OCC)[CH3:20])[CH3:15].C(N(CC)CC)C. Product: [CH2:14]([O:16][C:17]([C:18]1[C:19]([CH3:20])=[N:3][N:2]([C:4]2[CH:5]=[C:6]([C:7]([OH:9])=[O:8])[CH:10]=[CH:11][C:12]=2[CH3:13])[C:24]=1[NH2:25])=[O:26])[CH3:15]. The catalyst class is: 8. (2) Reactant: [CH2:1]([N:3]1[C:7]2=[N:8][C:9]([CH2:45][CH3:46])=[C:10]([CH2:19][N:20]([CH2:29][C:30]3[CH:31]=[C:32]([C:37]4[CH:42]=[CH:41][CH:40]=[C:39]([CH:43]=O)[CH:38]=4)[C:33]([CH3:36])=[CH:34][CH:35]=3)[C:21]([C:23]3([C:26]([NH2:28])=[O:27])[CH2:25][CH2:24]3)=[O:22])[C:11]([NH:12][CH:13]3[CH2:18][CH2:17][O:16][CH2:15][CH2:14]3)=[C:6]2[CH:5]=[N:4]1)[CH3:2].[C@H:47]12[CH2:53][C@H:50]([NH:51][CH2:52]1)[CH2:49][N:48]2C(OC(C)(C)C)=O.C(O[BH-](OC(=O)C)OC(=O)C)(=O)C.[Na+].C(O)(=O)C. Product: [C@H:47]12[CH2:53][C@H:50]([NH:51][CH2:52]1)[CH2:49][N:48]2[CH2:43][C:39]1[CH:38]=[C:37]([C:32]2[C:33]([CH3:36])=[CH:34][CH:35]=[C:30]([CH2:29][N:20]([CH2:19][C:10]3[C:11]([NH:12][CH:13]4[CH2:18][CH2:17][O:16][CH2:15][CH2:14]4)=[C:6]4[CH:5]=[N:4][N:3]([CH2:1][CH3:2])[C:7]4=[N:8][C:9]=3[CH2:45][CH3:46])[C:21]([C:23]3([C:26]([NH2:28])=[O:27])[CH2:24][CH2:25]3)=[O:22])[CH:31]=2)[CH:42]=[CH:41][CH:40]=1. The catalyst class is: 157. (3) Reactant: [CH3:1][C:2]1[N:3]=[C:4]2[N:13]3[C:8]([C:9](=[O:27])[N:10]([CH2:15][CH2:16][CH2:17][CH2:18][NH:19][S:20]([C:23]([F:26])([F:25])[F:24])(=[O:22])=[O:21])[C:11](=[O:14])[C:12]=13)=[CH:7][CH:6]=[CH:5]2.[ClH:28]. Product: [ClH:28].[CH3:1][C:2]1[N:3]=[C:4]2[N:13]3[C:8]([C:9](=[O:27])[N:10]([CH2:15][CH2:16][CH2:17][CH2:18][NH:19][S:20]([C:23]([F:25])([F:26])[F:24])(=[O:21])=[O:22])[C:11](=[O:14])[C:12]=13)=[CH:7][CH:6]=[CH:5]2. The catalyst class is: 5. (4) Reactant: [F:1][C:2]1[CH:30]=[CH:29][CH:28]=[CH:27][C:3]=1[O:4][C:5]1[N:6]=[CH:7][C:8]2[N:13]=[C:12]([C:14]3[CH:24]=[C:23]([CH3:25])[C:17]([O:18][CH2:19][C:20](Cl)=[O:21])=[C:16]([CH3:26])[CH:15]=3)[O:11][C:9]=2[N:10]=1.Cl.C([O:36][C:37](=[O:43])[C@@H:38]1[CH2:42][CH2:41][CH2:40][NH:39]1)(C)(C)C.C(N(CC)CC)C. Product: [F:1][C:2]1[CH:30]=[CH:29][CH:28]=[CH:27][C:3]=1[O:4][C:5]1[N:6]=[CH:7][C:8]2[N:13]=[C:12]([C:14]3[CH:24]=[C:23]([CH3:25])[C:17]([O:18][CH2:19][C:20]([N:39]4[CH2:40][CH2:41][CH2:42][C@H:38]4[C:37]([OH:43])=[O:36])=[O:21])=[C:16]([CH3:26])[CH:15]=3)[O:11][C:9]=2[N:10]=1. The catalyst class is: 4. (5) Reactant: Cl.[CH3:2][C:3]([CH3:44])([CH3:43])[CH2:4][C:5]1[N:6]=[C:7]([C:16]([OH:42])([CH3:41])[CH2:17][C:18]2[CH:23]=[CH:22][C:21]([N:24]3[CH2:29][CH2:28][CH2:27][C:26]4[CH:30]=[N:31][N:32](COCC[Si](C)(C)C)[C:25]3=4)=[CH:20][CH:19]=2)[N:8](S(N(C)C)(=O)=O)[CH:9]=1. Product: [CH3:2][C:3]([CH3:44])([CH3:43])[CH2:4][C:5]1[N:6]=[C:7]([C:16]([OH:42])([CH3:41])[CH2:17][C:18]2[CH:19]=[CH:20][C:21]([N:24]3[CH2:29][CH2:28][CH2:27][C:26]4[CH:30]=[N:31][NH:32][C:25]3=4)=[CH:22][CH:23]=2)[NH:8][CH:9]=1. The catalyst class is: 5. (6) Reactant: [CH3:1][O:2][CH:3]1[CH2:29][CH:6]2[CH:7]([C:19]3[CH:24]=[CH:23][C:22]([O:25]COC)=[CH:21][CH:20]=3)[O:8][C:9]3[CH:10]=[CH:11][C:12]([O:15]COC)=[CH:13][C:14]=3[CH:5]2[CH2:4]1.Cl.CCOC(C)=O.CCOC(C)=O.CCCCCC. Product: [OH:25][C:22]1[CH:21]=[CH:20][C:19]([C@@H:7]2[C@@H:6]3[CH2:29][C@H:3]([O:2][CH3:1])[CH2:4][C@@H:5]3[C:14]3[CH:13]=[C:12]([OH:15])[CH:11]=[CH:10][C:9]=3[O:8]2)=[CH:24][CH:23]=1. The catalyst class is: 1. (7) Reactant: [Cl:1][CH:2]([Cl:7])[C:3](OC)=[O:4].C(N(CC)CC)C.[NH2:15][C@H:16]([CH2:30][F:31])[C@@H:17]([C:19]1[CH:24]=[CH:23][C:22]([S:25]([CH2:28][F:29])(=[O:27])=[O:26])=[CH:21][CH:20]=1)[OH:18]. Product: [F:31][CH2:30][C@@H:16]([NH:15][C:3](=[O:4])[CH:2]([Cl:1])[Cl:7])[C@@H:17]([C:19]1[CH:20]=[CH:21][C:22]([S:25]([CH2:28][F:29])(=[O:27])=[O:26])=[CH:23][CH:24]=1)[OH:18]. The catalyst class is: 5.